From a dataset of Forward reaction prediction with 1.9M reactions from USPTO patents (1976-2016). Predict the product of the given reaction. Given the reactants [F:1][C:2]1[CH:3]=[C:4]([C:9]2[CH2:10][CH2:11][N:12](C(OC(C)(C)C)=O)[CH2:13][CH:14]=2)[CH:5]=[CH:6][C:7]=1[F:8].[ClH:22], predict the reaction product. The product is: [ClH:22].[F:1][C:2]1[CH:3]=[C:4]([C:9]2[CH2:14][CH2:13][NH:12][CH2:11][CH:10]=2)[CH:5]=[CH:6][C:7]=1[F:8].